Dataset: Catalyst prediction with 721,799 reactions and 888 catalyst types from USPTO. Task: Predict which catalyst facilitates the given reaction. Reactant: [Cl:1][C:2]1[N:3]=[CH:4][C:5]2[NH:11][C:10](=[O:12])[CH2:9][CH2:8][N:7]([CH:13]3[CH2:17][CH2:16][CH:15]([CH3:18])[CH2:14]3)[C:6]=2[N:19]=1.IC.[CH3:22]N(C)C(=O)C.[H-].[Na+]. Product: [Cl:1][C:2]1[N:3]=[CH:4][C:5]2[N:11]([CH3:22])[C:10](=[O:12])[CH2:9][CH2:8][N:7]([CH:13]3[CH2:17][CH2:16][CH:15]([CH3:18])[CH2:14]3)[C:6]=2[N:19]=1. The catalyst class is: 6.